Dataset: Human liver microsome stability data. Task: Regression/Classification. Given a drug SMILES string, predict its absorption, distribution, metabolism, or excretion properties. Task type varies by dataset: regression for continuous measurements (e.g., permeability, clearance, half-life) or binary classification for categorical outcomes (e.g., BBB penetration, CYP inhibition). Dataset: hlm. (1) The compound is NCCOCCN1CCN(C(c2ccccc2)c2ccc(Cl)cc2)CC1. The result is 1 (stable in human liver microsomes). (2) The compound is CCN(CC)CCCCCOc1ccc2c(O)c3ccc(Cl)cc3nc2c1. The result is 0 (unstable in human liver microsomes). (3) The molecule is CC(=O)NCCON=Cc1cc(C(=O)NOCCO)c(Nc2ccc(I)cc2F)c(F)c1F. The result is 0 (unstable in human liver microsomes). (4) The molecule is CN(C)C(=O)Cn1c(-c2ccoc2)c(C2CCCCC2)c2ccc(C(=O)O)cc21. The result is 0 (unstable in human liver microsomes). (5) The compound is CN1CCC(NC(=O)c2cnc(Nc3cc(Cl)cc(Cl)c3)nc2NC2CCOCC2)CC1. The result is 0 (unstable in human liver microsomes). (6) The compound is CN1CCN(c2cc(-c3ccncc3)c(-c3ccc4[nH]ccc4c3)nn2)CC1. The result is 0 (unstable in human liver microsomes). (7) The molecule is Nc1ncnc2c1c(Oc1cc(Cl)ccn1)nn2CC1CCNCC1(F)F. The result is 0 (unstable in human liver microsomes). (8) The molecule is CNC(=O)c1c(-c2ccc(F)cc2)oc2nc(NCC(F)(F)F)c(-c3cccc(C(=O)NC(C)(C)c4ncccn4)c3)cc12. The result is 0 (unstable in human liver microsomes). (9) The molecule is CCC(CC)CN(CCCN1[C@@H]2CC[C@H]1C[C@@H](c1cccc(C(N)=O)c1)C2)C(=O)CO. The result is 0 (unstable in human liver microsomes). (10) The molecule is COc1ccc(-n2nc(C(F)(F)F)c3c2C(=O)N(c2ccc(C4(CN(C)C)CC4)cc2)CC3)cc1. The result is 0 (unstable in human liver microsomes).